Predict the reaction yield, written as a fraction of the theoretical maximum amount of product (1.0 means a 100% yield; for example, 0.34 means a 34% yield). From a dataset of Reaction yield outcomes from USPTO patents with 853,638 reactions. (1) The reactants are [Cl:1][C:2]1[CH:7]=[CH:6][CH:5]=[CH:4][C:3]=1[S:8]([C@H:11]1[CH2:15][N:14]([C:16]([C:18]2([N:21]3[CH2:26][CH2:25][NH:24][CH2:23][CH2:22]3)[CH2:20][CH2:19]2)=[O:17])[C@H:13]([C:27]([NH:29][C:30]2([C:33]#[N:34])[CH2:32][CH2:31]2)=[O:28])[CH2:12]1)(=[O:10])=[O:9].[CH3:35][S:36](Cl)(=[O:38])=[O:37].C(N(C(C)C)C(C)C)C. No catalyst specified. The product is [Cl:1][C:2]1[CH:7]=[CH:6][CH:5]=[CH:4][C:3]=1[S:8]([C@H:11]1[CH2:15][N:14]([C:16]([C:18]2([N:21]3[CH2:22][CH2:23][N:24]([S:36]([CH3:35])(=[O:38])=[O:37])[CH2:25][CH2:26]3)[CH2:19][CH2:20]2)=[O:17])[C@H:13]([C:27]([NH:29][C:30]2([C:33]#[N:34])[CH2:31][CH2:32]2)=[O:28])[CH2:12]1)(=[O:10])=[O:9]. The yield is 0.950. (2) The reactants are [CH2:1]([O:8][C:9]([C@H:11]1[CH2:16][CH2:15][N:14](C(OC(C)(C)C)=O)[CH2:13][C@H:12]1[C:24]([O:26][CH3:27])=[O:25])=[O:10])[C:2]1[CH:7]=[CH:6][CH:5]=[CH:4][CH:3]=1.C(O)(C(F)(F)F)=O. The catalyst is ClCCl. The yield is 0.810. The product is [CH2:1]([O:8][C:9]([C@H:11]1[CH2:16][CH2:15][NH:14][CH2:13][C@H:12]1[C:24]([O:26][CH3:27])=[O:25])=[O:10])[C:2]1[CH:7]=[CH:6][CH:5]=[CH:4][CH:3]=1. (3) The reactants are NC1N=CC(N2CCN(C(OC(C)(C)C)=O)CC2)=CC=1.[CH3:21][C@@H:22]1[CH2:27][N:26]([C:28]2[CH:29]=[N:30][C:31]([N+:34]([O-])=O)=[CH:32][CH:33]=2)[C@@H:25]([CH3:37])[CH2:24][N:23]1[C:38]([O:40][C:41]([CH3:44])([CH3:43])[CH3:42])=[O:39]. No catalyst specified. The product is [NH2:34][C:31]1[N:30]=[CH:29][C:28]([N:26]2[C@@H:25]([CH3:37])[CH2:24][N:23]([C:38]([O:40][C:41]([CH3:42])([CH3:44])[CH3:43])=[O:39])[C@H:22]([CH3:21])[CH2:27]2)=[CH:33][CH:32]=1. The yield is 0.830. (4) The yield is 1.00. The reactants are [C:1]([O:5][C:6](=[O:22])[NH:7][C:8]1[C:12]([NH:13][C:14]([O:16][C:17]([CH3:20])([CH3:19])[CH3:18])=[O:15])=[CH:11][S:10][C:9]=1Br)([CH3:4])([CH3:3])[CH3:2].[C:23]1(B(O)O)[CH:28]=[CH:27][CH:26]=[CH:25][CH:24]=1.O.C([O-])([O-])=O.[Na+].[Na+]. The catalyst is COCCOC.[Pd].C1(P(C2C=CC=CC=2)C2C=CC=CC=2)C=CC=CC=1.C1(P(C2C=CC=CC=2)C2C=CC=CC=2)C=CC=CC=1.C1(P(C2C=CC=CC=2)C2C=CC=CC=2)C=CC=CC=1.C1(P(C2C=CC=CC=2)C2C=CC=CC=2)C=CC=CC=1. The product is [C:17]([O:16][C:14](=[O:15])[NH:13][C:12]1[C:8]([NH:7][C:6]([O:5][C:1]([CH3:4])([CH3:3])[CH3:2])=[O:22])=[C:9]([C:23]2[CH:28]=[CH:27][CH:26]=[CH:25][CH:24]=2)[S:10][CH:11]=1)([CH3:20])([CH3:19])[CH3:18]. (5) The reactants are [NH2:1][C:2]1[CH:7]=[C:6]([Br:8])[CH:5]=[CH:4][N:3]=1.O.N1C2C(=CC=C3C=2N=CC=C3)C=CC=1.[C:24](#[N:31])[C:25]1[CH:30]=[CH:29][CH:28]=[CH:27][CH:26]=1. The catalyst is [Cu]Br. The product is [Br:8][C:6]1[CH:5]=[CH:4][N:3]2[N:31]=[C:24]([C:25]3[CH:30]=[CH:29][CH:28]=[CH:27][CH:26]=3)[N:1]=[C:2]2[CH:7]=1. The yield is 0.600. (6) The reactants are O[C:2]1[C:11]([NH:12][C:13](=[O:21])[C:14]2[CH:19]=[CH:18][CH:17]=[C:16]([CH3:20])[CH:15]=2)=[CH:10][CH:9]=[CH:8][C:3]=1[C:4]([O:6][CH3:7])=[O:5].CC1C=CC(S(O)(=O)=O)=CC=1. The catalyst is C1(C)C=CC=CC=1. The product is [C:16]1([CH3:20])[CH:17]=[CH:18][CH:19]=[C:14]([C:13]2[O:21][C:2]3[C:3]([C:4]([O:6][CH3:7])=[O:5])=[CH:8][CH:9]=[CH:10][C:11]=3[N:12]=2)[CH:15]=1. The yield is 0.640. (7) The product is [CH2:12]([N:7]1[C:8]2[CH:9]=[C:10]3[N:11]=[C:19]([CH:18]([OH:17])[CH3:22])[NH:1][C:2]3=[CH:3][C:4]=2[C:5]([CH3:15])([CH3:16])[C:6]1=[O:14])[CH3:13]. The yield is 0.950. The catalyst is Cl. The reactants are [NH2:1][C:2]1[CH:3]=[C:4]2[C:8](=[CH:9][C:10]=1[NH2:11])[N:7]([CH2:12][CH3:13])[C:6](=[O:14])[C:5]2([CH3:16])[CH3:15].[OH:17][CH:18]([CH3:22])[C:19](O)=O.N. (8) The reactants are [NH2:1][C:2]1[CH:9]=[CH:8][CH:7]=[C:6]([O:10][CH2:11][C@H:12]2[CH2:17][CH2:16][CH2:15][CH2:14][N:13]2[C:18](=[O:22])[CH2:19][CH2:20][CH3:21])[C:3]=1[C:4]#[N:5].[S:23](Cl)(=[O:26])(=[O:25])[NH2:24]. The catalyst is CC(N(C)C)=O.CCOC(C)=O. The product is [NH2:5][C:4]1[C:3]2[C:6]([O:10][CH2:11][C@H:12]3[CH2:17][CH2:16][CH2:15][CH2:14][N:13]3[C:18](=[O:22])[CH2:19][CH2:20][CH3:21])=[CH:7][CH:8]=[CH:9][C:2]=2[NH:1][S:23](=[O:26])(=[O:25])[N:24]=1. The yield is 0.580.